This data is from CYP2C9 inhibition data for predicting drug metabolism from PubChem BioAssay. The task is: Regression/Classification. Given a drug SMILES string, predict its absorption, distribution, metabolism, or excretion properties. Task type varies by dataset: regression for continuous measurements (e.g., permeability, clearance, half-life) or binary classification for categorical outcomes (e.g., BBB penetration, CYP inhibition). Dataset: cyp2c9_veith. The molecule is CC(C)(C)c1ccc(C(=O)NCc2ccc(Cl)cc2)cc1. The result is 0 (non-inhibitor).